From a dataset of Full USPTO retrosynthesis dataset with 1.9M reactions from patents (1976-2016). Predict the reactants needed to synthesize the given product. Given the product [Cl:1][C:2]1[CH:3]=[C:4]2[C:8](=[CH:9][CH:10]=1)[N:7]([CH2:11][CH2:12][CH2:13][S:28]([CH3:25])=[O:29])[C:6]([CH2:19][OH:20])=[CH:5]2, predict the reactants needed to synthesize it. The reactants are: [Cl:1][C:2]1[CH:3]=[C:4]2[C:8](=[CH:9][CH:10]=1)[N:7]([CH2:11][CH2:12][CH2:13]CS(C)(=O)=O)[C:6]([CH2:19][OH:20])=[CH:5]2.CC1C=C[C:25]([S:28](OCCCS(C)=O)(=O)=[O:29])=CC=1.